This data is from TCR-epitope binding with 47,182 pairs between 192 epitopes and 23,139 TCRs. The task is: Binary Classification. Given a T-cell receptor sequence (or CDR3 region) and an epitope sequence, predict whether binding occurs between them. (1) Result: 1 (the TCR binds to the epitope). The TCR CDR3 sequence is CASHEGAGGFGELFF. The epitope is PROT_97E67BCC. (2) The epitope is TSDLATNNLVVMAY. The TCR CDR3 sequence is CASSLPDLNQHF. Result: 0 (the TCR does not bind to the epitope). (3) Result: 0 (the TCR does not bind to the epitope). The epitope is YIFFASFYY. The TCR CDR3 sequence is CASSFQTAGEQFF. (4) The epitope is KLSYGIATV. The TCR CDR3 sequence is CASSQDQGTGANVLTF. Result: 1 (the TCR binds to the epitope). (5) The TCR CDR3 sequence is CASTPGGTSSLNEQFF. Result: 0 (the TCR does not bind to the epitope). The epitope is HTDFSSEIIGY. (6) The epitope is GMFNMLSTVLGVS. The TCR CDR3 sequence is CASSARPGNTIYF. Result: 1 (the TCR binds to the epitope). (7) The epitope is CTELKLSDY. The TCR CDR3 sequence is CASSSGGPRAEQFF. Result: 1 (the TCR binds to the epitope).